Predict the reaction yield, written as a fraction of the theoretical maximum amount of product (1.0 means a 100% yield; for example, 0.34 means a 34% yield). From a dataset of Reaction yield outcomes from USPTO patents with 853,638 reactions. (1) The reactants are C(N(CC)CC)C.[C:8]1(=[O:14])[O:13][C:11](=[O:12])[CH:10]=[CH:9]1.[NH2:15][CH2:16][CH2:17][CH2:18][N:19]1[C:23]2=[N:24][CH:25]=[N:26][C:27]([NH2:28])=[C:22]2[C:21]([C:29]2[CH:34]=[CH:33][C:32]([O:35][C:36]3[C:41]([F:42])=[C:40]([F:43])[CH:39]=[C:38]([F:44])[C:37]=3[F:45])=[CH:31][C:30]=2[F:46])=[N:20]1. The catalyst is ClCCl. The product is [NH2:28][C:27]1[N:26]=[CH:25][N:24]=[C:23]2[N:19]([CH2:18][CH2:17][CH2:16][NH:15][C:11](=[O:12])/[CH:10]=[CH:9]/[C:8]([OH:13])=[O:14])[N:20]=[C:21]([C:29]3[CH:34]=[CH:33][C:32]([O:35][C:36]4[C:41]([F:42])=[C:40]([F:43])[CH:39]=[C:38]([F:44])[C:37]=4[F:45])=[CH:31][C:30]=3[F:46])[C:22]=12. The yield is 1.00. (2) The reactants are [F:1][C:2]([F:15])([F:14])[C:3]1[CH:12]=[C:11]2[C:6]([CH:7]=[CH:8][NH:9][C:10]2=[O:13])=[CH:5][CH:4]=1.Br[C:17]1[CH:18]=[N:19][CH:20]=[CH:21][CH:22]=1.OC1C=CC=C2C=1N=CC=C2.C(=O)([O-])[O-].[K+].[K+]. The catalyst is [Cu](I)I.CS(C)=O. The product is [N:19]1[CH:20]=[CH:21][CH:22]=[C:17]([N:9]2[CH:8]=[CH:7][C:6]3[C:11](=[CH:12][C:3]([C:2]([F:1])([F:14])[F:15])=[CH:4][CH:5]=3)[C:10]2=[O:13])[CH:18]=1. The yield is 0.706. (3) The reactants are [Br:1][C:2]1[C:11]2[CH:10]=[N:9][CH:8]=[CH:7][C:6]=2[C:5]([NH2:12])=[CH:4][CH:3]=1.[Cl:13][C:14]1[CH:19]=[C:18]([Cl:20])[CH:17]=[CH:16][C:15]=1[CH2:21][N:22]=[C:23]=[O:24]. The catalyst is C1COCC1.C1(C)C=CC=CC=1.C1COCC1. The product is [Br:1][C:2]1[CH:3]=[CH:4][C:5]([NH:12][C:23]([NH:22][CH2:21][C:15]2[CH:16]=[CH:17][C:18]([Cl:20])=[CH:19][C:14]=2[Cl:13])=[O:24])=[C:6]2[C:11]=1[CH:10]=[N:9][CH:8]=[CH:7]2. The yield is 0.780. (4) The reactants are [O:1]=[CH:2][CH2:3][C:4]#[N:5].[F:6][C:7]([F:18])([F:17])[C:8]1[C:13]([C:14](O)=O)=[CH:12][N:11]=[CH:10][CH:9]=1.CN(C(O[N:27]1N=[N:34][C:29]2C=[CH:31][CH:32]=[N:33][C:28]1=2)=[N+](C)C)C.F[P-](F)(F)(F)(F)F.CCN(C(C)C)C(C)C.COC1C=CC(P2(SP(C3C=CC(OC)=CC=3)(=S)S2)=S)=CC=1.[OH-].[Na+].[C:76]([CH2:78][C:79](O)=O)#[N:77]. The catalyst is CS(C)=O.CO.FC(F)(F)C([O-])=O.[Hg+2].FC(F)(F)C([O-])=O. The product is [C:14]1([C@@H:13]2[C@H:8]([C:7]([F:18])([F:17])[F:6])[CH2:9][CH2:10][N:11]([C:2](=[O:1])[CH2:3][C:4]#[N:5])[CH2:12]2)[N:34]2[C:29]3[CH:31]=[CH:32][NH:33][C:28]=3[N:27]=[CH:79][C:78]2=[CH:76][N:77]=1. The yield is 0.150. (5) The reactants are [OH-].[Na+].[N+:3]([C:6]1[CH:14]=[CH:13][CH:12]=[C:11]([CH:15]([OH:17])[CH3:16])[C:7]=1[C:8]([OH:10])=[O:9])([O-])=O.O.NN. No catalyst specified. The product is [NH2:3][C:6]1[CH:14]=[CH:13][CH:12]=[C:11]([CH:15]([OH:17])[CH3:16])[C:7]=1[C:8]([OH:10])=[O:9]. The yield is 0.970. (6) The reactants are [N+:1]([C:4]1[CH:13]=[CH:12][C:7]([C:8]([NH:10][CH3:11])=[O:9])=[CH:6][C:5]=1[O:14][CH:15]1[CH2:19][CH2:18][O:17][CH2:16]1)([O-])=O. The catalyst is [Pd].C(O)C. The product is [NH2:1][C:4]1[CH:13]=[CH:12][C:7]([C:8]([NH:10][CH3:11])=[O:9])=[CH:6][C:5]=1[O:14][CH:15]1[CH2:19][CH2:18][O:17][CH2:16]1. The yield is 0.900. (7) The yield is 0.180. The catalyst is O1CCOCC1. The product is [F:12][C:13]([C:16]1[C:17]([O:36][CH2:37][C:38]2[CH:43]=[CH:42][CH:41]=[CH:40][CH:39]=2)=[C:18]([C:22]2[CH2:26][CH2:25][CH2:24][C:23]=2[C:27]2[CH:28]=[N+:29]([O-:9])[CH:30]=[C:31]([CH:35]=2)[C:32]([OH:34])=[O:33])[CH:19]=[CH:20][CH:21]=1)([F:15])[F:14]. The reactants are ClC1C=CC=C(C(OO)=[O:9])C=1.[F:12][C:13]([C:16]1[C:17]([O:36][CH2:37][C:38]2[CH:43]=[CH:42][CH:41]=[CH:40][CH:39]=2)=[C:18]([C:22]2[CH2:26][CH2:25][CH2:24][C:23]=2[C:27]2[CH:28]=[N:29][CH:30]=[C:31]([CH:35]=2)[C:32]([OH:34])=[O:33])[CH:19]=[CH:20][CH:21]=1)([F:15])[F:14]. (8) The reactants are [NH2:1][C:2](=[O:36])[CH2:3][O:4][C:5]1[C:13]([C:14]2[CH:15]=[CH:16][C:17]3[O:21][C:20]([C:22]4[CH:27]=[CH:26][C:25]([F:28])=[CH:24][CH:23]=4)=[C:19]([C:29](=[O:32])[NH:30][CH3:31])[C:18]=3[CH:33]=2)=[CH:12][C:8]([C:9]([OH:11])=O)=[C:7]([O:34][CH3:35])[CH:6]=1.[CH3:37][C:38]([NH2:41])([CH3:40])[CH3:39].CN(C(O[N:50]1N=N[C:52]2[CH:53]=[CH:54]C=N[C:51]1=2)=[N+](C)C)C.F[P-](F)(F)(F)(F)F. The product is [NH2:1][C:2](=[O:36])[CH2:3][O:4][C:5]1[CH:6]=[C:7]([O:34][CH3:35])[C:8]([C:9](=[O:11])[NH:41][C:38]2([C:40]3[CH:54]=[CH:53][CH:52]=[CH:51][N:50]=3)[CH2:39][CH2:37]2)=[CH:12][C:13]=1[C:14]1[CH:15]=[CH:16][C:17]2[O:21][C:20]([C:22]3[CH:27]=[CH:26][C:25]([F:28])=[CH:24][CH:23]=3)=[C:19]([C:29]([NH:30][CH3:31])=[O:32])[C:18]=2[CH:33]=1. The yield is 0.520. The catalyst is CN(C=O)C. (9) The reactants are [CH3:1][NH2:2].Cl[C:4]1[CH:9]=[CH:8][C:7]([N+:10]([O-:12])=[O:11])=[CH:6][N:5]=1. The catalyst is ClCCl. The product is [CH3:1][NH:2][C:4]1[CH:9]=[CH:8][C:7]([N+:10]([O-:12])=[O:11])=[CH:6][N:5]=1. The yield is 0.800.